Dataset: TCR-epitope binding with 47,182 pairs between 192 epitopes and 23,139 TCRs. Task: Binary Classification. Given a T-cell receptor sequence (or CDR3 region) and an epitope sequence, predict whether binding occurs between them. The epitope is RLRAEAQVK. The TCR CDR3 sequence is CASSQVPGQGPNYGYTF. Result: 1 (the TCR binds to the epitope).